Dataset: Catalyst prediction with 721,799 reactions and 888 catalyst types from USPTO. Task: Predict which catalyst facilitates the given reaction. (1) Reactant: [NH:1]1[CH2:6][CH2:5][O:4][CH2:3][C:2]1=[O:7].[H-].[Na+].Br[CH:11]([CH3:22])[C:12]([O:14][CH2:15][C:16]1[CH:21]=[CH:20][CH:19]=[CH:18][CH:17]=1)=[O:13].C(=O)(O)[O-].[Na+]. Product: [O:7]=[C:2]1[N:1]([CH:11]([CH3:22])[C:12]([O:14][CH2:15][C:16]2[CH:21]=[CH:20][CH:19]=[CH:18][CH:17]=2)=[O:13])[CH2:6][CH2:5][O:4][CH2:3]1. The catalyst class is: 3. (2) Reactant: [BH4-].[Na+].[CH3:3][C:4]1[CH:5]=[C:6]([CH:10]=[C:11]([CH3:16])[C:12]=1[N+:13]([O-:15])=[O:14])[C:7](O)=[O:8].B(F)(F)F.CCOCC.O. Product: [CH3:16][C:11]1[CH:10]=[C:6]([CH2:7][OH:8])[CH:5]=[C:4]([CH3:3])[C:12]=1[N+:13]([O-:15])=[O:14]. The catalyst class is: 1. (3) Reactant: [OH-].[Na+:2].[O:3]1[CH:7]=[CH:6][CH:5]=[C:4]1[C:8]1[CH:16]=[CH:15][C:11]([C:12]([OH:14])=[O:13])=[C:10]([NH:17][C:18]([C:20]2[CH:21]=[N:22][CH:23]=[C:24]([C:26]3[CH:31]=[CH:30][CH:29]=[CH:28][CH:27]=3)[CH:25]=2)=[O:19])[CH:9]=1. Product: [O:3]1[CH:7]=[CH:6][CH:5]=[C:4]1[C:8]1[CH:16]=[CH:15][C:11]([C:12]([O-:14])=[O:13])=[C:10]([NH:17][C:18]([C:20]2[CH:21]=[N:22][CH:23]=[C:24]([C:26]3[CH:27]=[CH:28][CH:29]=[CH:30][CH:31]=3)[CH:25]=2)=[O:19])[CH:9]=1.[Na+:2]. The catalyst class is: 8. (4) Reactant: [NH2:1][C:2]1[CH:3]=[C:4]([CH:8]=[CH:9][CH:10]=1)[C:5]([OH:7])=[O:6].[OH-].[Na+].[O:13](C(OC(C)(C)C)=O)[C:14]([O:16][C:17]([CH3:20])([CH3:19])[CH3:18])=O.C(OCC)(=O)C. Product: [C:17]([O:16][C:14]([NH:1][C:2]1[CH:3]=[C:4]([CH:8]=[CH:9][CH:10]=1)[C:5]([OH:7])=[O:6])=[O:13])([CH3:20])([CH3:19])[CH3:18]. The catalyst class is: 127. (5) Product: [CH3:1][S:2][CH2:3][CH2:4][N:5]1[C:6]2[C:15]3[CH:14]=[CH:13][CH:12]=[CH:11][C:10]=3[N:9]=[CH:8][C:7]=2[N:16]=[C:17]1[CH2:18][CH2:19][CH3:20]. The catalyst class is: 11. Reactant: [CH3:1][S:2][CH2:3][CH2:4][NH:5][C:6]1[C:15]2[C:10](=[CH:11][CH:12]=[CH:13][CH:14]=2)[N:9]=[CH:8][C:7]=1[NH2:16].[C:17](OC)(OC)(OC)[CH2:18][CH2:19][CH3:20].Cl.N1C=CC=CC=1.